Dataset: Catalyst prediction with 721,799 reactions and 888 catalyst types from USPTO. Task: Predict which catalyst facilitates the given reaction. (1) Reactant: [C:1]([C:3]1[CH:4]=[C:5]([C:9]2[CH:14]=[CH:13][C:12]([S:15]([NH:18][C@H:19]([C:23]([O:25][CH3:26])=[O:24])[CH:20]([CH3:22])[CH3:21])(=[O:17])=[O:16])=[CH:11][CH:10]=2)[CH:6]=[CH:7][CH:8]=1)#[N:2].N.CO. Product: [NH2:2][CH2:1][C:3]1[CH:4]=[C:5]([C:9]2[CH:10]=[CH:11][C:12]([S:15]([NH:18][C@H:19]([C:23]([O:25][CH3:26])=[O:24])[CH:20]([CH3:21])[CH3:22])(=[O:17])=[O:16])=[CH:13][CH:14]=2)[CH:6]=[CH:7][CH:8]=1. The catalyst class is: 446. (2) Reactant: C(OC(=O)[NH:7][C:8]1[CH:13]=[CH:12][C:11]([Cl:14])=[CH:10][C:9]=1[CH:15](O)[CH3:16])(C)(C)C.O.Cl.[S-:21][C:22]#[N:23].[K+]. Product: [Cl:14][C:11]1[CH:10]=[C:9]2[C:8](=[CH:13][CH:12]=1)[NH:7][C:22](=[S:21])[NH:23][CH:15]2[CH3:16]. The catalyst class is: 8. (3) Reactant: NC1NC2C(C(C3C=CC=CC=3)C=1C#N)=CC=CC=2.[NH:20]=[C:21]1[C:30]([C:31]#[N:32])=[C:29]([C:33]2[CH:38]=[CH:37][CH:36]=[C:35]([O:39][CH3:40])[CH:34]=2)[C:28]2[C:23](=[CH:24][C:25]([O:41][CH3:42])=[CH:26][CH:27]=2)[S:22]1.[BH4-].[Na+].Cl. Product: [NH2:20][C:21]1[S:22][C:23]2[C:28]([CH:29]([C:33]3[CH:38]=[CH:37][CH:36]=[C:35]([O:39][CH3:40])[CH:34]=3)[C:30]=1[C:31]#[N:32])=[CH:27][CH:26]=[C:25]([O:41][CH3:42])[CH:24]=2. The catalyst class is: 275. (4) Reactant: [H-].[H-].[H-].[H-].[Li+].[Al+3].C[O:8][C:9]([C@H:11]1[CH2:16][CH2:15][C@H:14]([NH:17][C:18](OC(C)(C)C)=O)[CH2:13][CH2:12]1)=O.O. Product: [CH3:18][NH:17][C@H:14]1[CH2:15][CH2:16][C@H:11]([CH2:9][OH:8])[CH2:12][CH2:13]1. The catalyst class is: 1. (5) Reactant: [CH:1]([C:3]1[C:7]2[CH2:8][N:9]([C:13]([O:15][C:16]([CH3:19])([CH3:18])[CH3:17])=[O:14])[CH:10]([CH3:12])[CH2:11][C:6]=2[NH:5][N:4]=1)=[O:2].CC(=CC)C.Cl([O-])=[O:26].[Na+].C([O-])(O)=O.[Na+]. Product: [C:16]([O:15][C:13]([N:9]1[CH:10]([CH3:12])[CH2:11][C:6]2[NH:5][N:4]=[C:3]([C:1]([OH:26])=[O:2])[C:7]=2[CH2:8]1)=[O:14])([CH3:18])([CH3:17])[CH3:19]. The catalyst class is: 664. (6) Reactant: [CH3:1][C:2]1([CH2:6][S:7][CH2:8][C:9]2([CH3:13])[CH2:12][O:11][CH2:10]2)[CH2:5][O:4][CH2:3]1.C[OH:15]. Product: [S:7]([CH2:6][C:2]1([CH3:1])[CH2:5][O:4][CH2:3]1)([CH2:8][C:9]1([CH3:13])[CH2:10][O:11][CH2:12]1)=[O:15]. The catalyst class is: 6. (7) Reactant: [C:1]([O:5][C:6](=[O:31])[NH:7][C@H:8]([C:17](N1[C@@H](C2C=CC=CC=2)COC1=O)=[O:18])[C@@H:9]([C:11]1[CH:16]=[CH:15][CH:14]=[CH:13][CH:12]=1)[CH3:10])([CH3:4])([CH3:3])[CH3:2].OO.[OH-].[Li+].S([O-])(O)=[O:37].[Na+]. Product: [C:1]([O:5][C:6]([NH:7][C@@H:8]([C@@H:9]([C:11]1[CH:12]=[CH:13][CH:14]=[CH:15][CH:16]=1)[CH3:10])[C:17]([OH:18])=[O:37])=[O:31])([CH3:2])([CH3:3])[CH3:4]. The catalyst class is: 30.